From a dataset of Reaction yield outcomes from USPTO patents with 853,638 reactions. Predict the reaction yield, written as a fraction of the theoretical maximum amount of product (1.0 means a 100% yield; for example, 0.34 means a 34% yield). (1) The reactants are [Br:1][C:2]1[CH:7]=[CH:6][CH:5]=[CH:4][C:3]=1I.B(O)(O)[C:10]1[CH:11]=[CH:12][C:13]([C:16]2[CH:17]=[CH:18][CH:19]=[CH:20][CH:21]=2)=[CH:14][CH:15]=1.C(=O)([O-])[O-].[Na+].[Na+]. The catalyst is C1(C)C=CC=CC=1. The product is [Br:1][C:2]1[CH:7]=[CH:6][C:5]([C:17]2[CH:18]=[CH:19][CH:20]=[CH:21][C:16]=2[C:13]2[CH:12]=[CH:11][CH:10]=[CH:15][CH:14]=2)=[CH:4][CH:3]=1. The yield is 0.880. (2) The reactants are [F:1][C:2]1[CH:3]=[C:4]2[C:8](=[CH:9][CH:10]=1)[NH:7][CH:6]=[C:5]2[CH:11]=O.Cl.[NH2:14][OH:15]. The catalyst is CO. The product is [F:1][C:2]1[CH:3]=[C:4]2[C:8](=[CH:9][CH:10]=1)[NH:7][CH:6]=[C:5]2[CH:11]=[N:14][OH:15]. The yield is 1.00. (3) The reactants are [CH3:1][NH:2][C:3]1[CH:7]=[C:6]([C:8]2[CH:13]=[CH:12][N:11]=[CH:10][CH:9]=2)[S:5][C:4]=1[C:14]([NH2:16])=[O:15].O.[C:18]1(C)[CH:23]=CC(S(O)(=O)=O)=C[CH:19]=1.CC(C)=O. The catalyst is C1(C)C=CC=CC=1. The product is [CH3:1][N:2]1[C:3]2[CH:7]=[C:6]([C:8]3[CH:9]=[CH:10][N:11]=[CH:12][CH:13]=3)[S:5][C:4]=2[C:14](=[O:15])[NH:16][C:18]1([CH3:23])[CH3:19]. The yield is 0.0600. (4) The reactants are [NH2:1][C:2]1[CH:14]=[CH:13][C:5]([C:6]([O:8][C:9]([CH3:12])([CH3:11])[CH3:10])=[O:7])=[CH:4][CH:3]=1.[CH2:15]([O:22][C:23]([NH:25][C:26](=[N:29][C:30]([O:32][CH2:33][C:34]1[CH:39]=[CH:38][CH:37]=[CH:36][CH:35]=1)=[O:31])SC)=[O:24])[C:16]1[CH:21]=[CH:20][CH:19]=[CH:18][CH:17]=1.CCN(CC)CC. The catalyst is C(Cl)Cl. The product is [CH2:15]([O:22][C:23]([N:25]=[C:26]([NH:29][C:30]([O:32][CH2:33][C:34]1[CH:35]=[CH:36][CH:37]=[CH:38][CH:39]=1)=[O:31])[NH:1][C:2]1[CH:14]=[CH:13][C:5]([C:6]([O:8][C:9]([CH3:10])([CH3:11])[CH3:12])=[O:7])=[CH:4][CH:3]=1)=[O:24])[C:16]1[CH:17]=[CH:18][CH:19]=[CH:20][CH:21]=1. The yield is 0.750. (5) The reactants are [NH2:1][C:2]1[CH:10]=[C:6]([C:7]([OH:9])=[O:8])[C:5]([OH:11])=[CH:4][CH:3]=1.[N+:12]([C:15]1[CH:23]=[CH:22][C:18]([CH2:19][CH2:20]Br)=[CH:17][CH:16]=1)([O-:14])=[O:13]. No catalyst specified. The product is [N+:12]([C:15]1[CH:23]=[CH:22][C:18]([CH2:19][CH2:20][NH:1][C:2]2[CH:10]=[C:6]([C:7]([OH:9])=[O:8])[C:5]([OH:11])=[CH:4][CH:3]=2)=[CH:17][CH:16]=1)([O-:14])=[O:13]. The yield is 0.500. (6) The reactants are [OH:1][C@:2]1([C:16]2[S:17][C:18]([C:21]3[CH:26]=[C:25]([NH:27][C:28]4[N:33]=[C:32]([C:34]([F:37])([F:36])[F:35])[CH:31]=[CH:30][N:29]=4)[CH:24]=[C:23]([CH3:38])[CH:22]=3)=[CH:19][N:20]=2)[CH2:11][CH2:10][CH2:9][C:8]2[CH:7]=[C:6]([C:12]([O:14]C)=[O:13])[CH:5]=[CH:4][C:3]1=2.[OH-].[K+].FC(F)(F)C(O)=O. The catalyst is C1COCC1.CCO. The product is [OH:1][C@:2]1([C:16]2[S:17][C:18]([C:21]3[CH:26]=[C:25]([NH:27][C:28]4[N:33]=[C:32]([C:34]([F:36])([F:37])[F:35])[CH:31]=[CH:30][N:29]=4)[CH:24]=[C:23]([CH3:38])[CH:22]=3)=[CH:19][N:20]=2)[CH2:11][CH2:10][CH2:9][C:8]2[CH:7]=[C:6]([C:12]([OH:14])=[O:13])[CH:5]=[CH:4][C:3]1=2. The yield is 0.400.